Dataset: Catalyst prediction with 721,799 reactions and 888 catalyst types from USPTO. Task: Predict which catalyst facilitates the given reaction. (1) Product: [CH3:34][N:26]1[C:27]2[C:32](=[C:31]([CH3:33])[CH:30]=[CH:29][CH:28]=2)[C:24]([CH2:23][N:15]2[C:16]3[C:17](=[N:18][C:19]([CH3:22])=[CH:20][CH:21]=3)[N:13]([C@@H:6]([C:7]3[CH:12]=[CH:11][CH:10]=[CH:9][CH:8]=3)[CH2:5][C:4]([OH:36])=[O:3])[C:14]2=[O:35])=[CH:25]1. Reactant: C([O:3][C:4](=[O:36])[CH2:5][C@@H:6]([N:13]1[C:17]2=[N:18][C:19]([CH3:22])=[CH:20][CH:21]=[C:16]2[N:15]([CH2:23][C:24]2[C:32]3[C:27](=[CH:28][CH:29]=[CH:30][C:31]=3[CH3:33])[N:26]([CH3:34])[CH:25]=2)[C:14]1=[O:35])[C:7]1[CH:12]=[CH:11][CH:10]=[CH:9][CH:8]=1)C.[OH-].[Na+].Cl. The catalyst class is: 5. (2) Reactant: [Cl:1][C:2]1[N:3]=[C:4]([N:14]2[CH2:19][CH2:18][O:17][CH2:16][CH2:15]2)[C:5]2[S:10][C:9]([CH:11]=O)=[C:8]([CH3:13])[C:6]=2[N:7]=1.C(O)(=O)C(O)=O.[OH:26][C@@H:27]([CH3:36])[C:28]([N:30]1[CH2:35][CH2:34][NH:33][CH2:32][CH2:31]1)=[O:29].C([O-])(=O)C.[Na+].C(O)(=O)C.C(O[BH-](OC(=O)C)OC(=O)C)(=O)C.[Na+]. Product: [Cl:1][C:2]1[N:3]=[C:4]([N:14]2[CH2:19][CH2:18][O:17][CH2:16][CH2:15]2)[C:5]2[S:10][C:9]([CH2:11][N:33]3[CH2:32][CH2:31][N:30]([C:28](=[O:29])[C@@H:27]([OH:26])[CH3:36])[CH2:35][CH2:34]3)=[C:8]([CH3:13])[C:6]=2[N:7]=1. The catalyst class is: 192. (3) Reactant: [F:1][C:2]([F:11])([F:10])[C:3]1[CH:8]=[CH:7][C:6]([OH:9])=[CH:5][CH:4]=1.[O:12]1[CH:17]=[CH:16][CH2:15][CH2:14][CH2:13]1. Product: [F:1][C:2]([F:10])([F:11])[C:3]1[CH:4]=[CH:5][C:6]([O:9][CH:13]2[CH2:14][CH2:15][CH2:16][CH2:17][O:12]2)=[CH:7][CH:8]=1. The catalyst class is: 646. (4) Reactant: [F:1][C:2]1[CH:32]=[CH:31][C:5]([CH2:6][NH:7][C:8]([C:10]2[N:11]=[C:12]3[N:17]([C:18](=[O:28])[C:19]=2[O:20][CH2:21][C:22]2[CH:27]=[CH:26][CH:25]=[CH:24][CH:23]=2)[CH2:16][CH2:15][O:14][C:13]3([CH3:30])[CH3:29])=[O:9])=[C:4]([N:33]2[C:37](=[O:38])[CH2:36][CH2:35][C@@H:34]2[CH2:39][OH:40])[CH:3]=1.[C:41](Cl)(=[O:43])[CH3:42].C(N(C(C)C)CC)(C)C.C([O-])(O)=O.[Na+]. Product: [C:41]([O:40][CH2:39][C@H:34]1[CH2:35][CH2:36][C:37](=[O:38])[N:33]1[C:4]1[CH:3]=[C:2]([F:1])[CH:32]=[CH:31][C:5]=1[CH2:6][NH:7][C:8]([C:10]1[N:11]=[C:12]2[N:17]([C:18](=[O:28])[C:19]=1[O:20][CH2:21][C:22]1[CH:27]=[CH:26][CH:25]=[CH:24][CH:23]=1)[CH2:16][CH2:15][O:14][C:13]2([CH3:30])[CH3:29])=[O:9])(=[O:43])[CH3:42]. The catalyst class is: 7. (5) Reactant: [F:1][C:2]1[C:3]2[N:4]([CH:12]=[CH:13][N:14]=2)[CH:5]=[CH:6][C:7]=1[C:8]([OH:11])([CH3:10])[CH3:9].[Br:15]Br.[Br-].[K+].C([O-])(=O)C.[Na+]. Product: [Br:15][C:12]1[N:4]2[CH:5]=[CH:6][C:7]([C:8]([OH:11])([CH3:10])[CH3:9])=[C:2]([F:1])[C:3]2=[N:14][CH:13]=1. The catalyst class is: 5.